From a dataset of TCR-epitope binding with 47,182 pairs between 192 epitopes and 23,139 TCRs. Binary Classification. Given a T-cell receptor sequence (or CDR3 region) and an epitope sequence, predict whether binding occurs between them. (1) The epitope is FTYASALWEI. The TCR CDR3 sequence is CAIRGSDDEQFF. Result: 0 (the TCR does not bind to the epitope). (2) The epitope is LLFGYPVYV. The TCR CDR3 sequence is CASRLTRDRSYEQYF. Result: 0 (the TCR does not bind to the epitope).